From a dataset of Full USPTO retrosynthesis dataset with 1.9M reactions from patents (1976-2016). Predict the reactants needed to synthesize the given product. (1) Given the product [C:1]1([C:26]2[CH:27]=[CH:28][CH:29]=[CH:30][CH:31]=2)[CH:6]=[CH:5][CH:4]=[C:3]([C:7]2[O:8][C:9]([CH3:25])=[C:10]([CH2:12][CH2:13][O:44][C:41]3[CH:42]=[CH:43][C:38]([CH2:37][C:36]([CH3:54])([O:47][C:1]4[CH:6]=[CH:5][CH:4]=[CH:3][CH:2]=4)[C:35]([OH:34])=[O:55])=[CH:39][C:40]=3[O:45][CH3:46])[N:11]=2)[CH:2]=1, predict the reactants needed to synthesize it. The reactants are: [C:1]1([C:26]2[CH:31]=[CH:30][CH:29]=[CH:28][CH:27]=2)[CH:6]=[CH:5][CH:4]=[C:3]([C:7]2[O:8][C:9]([CH3:25])=[C:10]([CH2:12][CH2:13]OS(C3C=CC(C)=CC=3)(=O)=O)[N:11]=2)[CH:2]=1.C([O:34][C:35](=[O:55])[C:36]([CH3:54])([O:47]C1C=CC=CC=1)[CH2:37][C:38]1[CH:43]=[CH:42][C:41]([OH:44])=[C:40]([O:45][CH3:46])[CH:39]=1)C. (2) Given the product [C:1]([O:5][C:6]([N:8]1[CH2:12][C@@H:11]([S:34][C:32](=[O:35])[CH3:33])[CH2:10][C@H:9]1[C:24]([N:26]1[CH2:27][CH2:28][CH2:29][CH2:30][CH2:31]1)=[O:25])=[O:7])([CH3:4])([CH3:2])[CH3:3], predict the reactants needed to synthesize it. The reactants are: [C:1]([O:5][C:6]([N:8]1[CH2:12][C@H:11](OS(C2C=CC(C)=CC=2)(=O)=O)[CH2:10][C@H:9]1[C:24]([N:26]1[CH2:31][CH2:30][CH2:29][CH2:28][CH2:27]1)=[O:25])=[O:7])([CH3:4])([CH3:3])[CH3:2].[C:32]([O-:35])(=[S:34])[CH3:33].[K+]. (3) Given the product [CH2:1]([O:8][C:9]([N:11]1[CH2:16][C@H:15]([O:17][CH2:18][C:19]2[CH:20]=[CH:21][C:22]3[O:27][CH2:26][CH2:25][N:24]([CH2:28][CH2:29][CH2:30][O:31][CH3:32])[C:23]=3[CH:33]=2)[C@@H:14]([C:34]2[CH:39]=[CH:38][C:37]([O:40][CH3:41])=[CH:36][CH:35]=2)[CH2:13][C@H:12]1[CH2:42][C:43](=[O:44])[NH:53][CH2:46][C:47]1[CH:52]=[CH:51][CH:50]=[CH:49][CH:48]=1)=[O:10])[C:2]1[CH:7]=[CH:6][CH:5]=[CH:4][CH:3]=1, predict the reactants needed to synthesize it. The reactants are: [CH2:1]([O:8][C:9]([N:11]1[CH2:16][C@H:15]([O:17][CH2:18][C:19]2[CH:20]=[CH:21][C:22]3[O:27][CH2:26][CH2:25][N:24]([CH2:28][CH2:29][CH2:30][O:31][CH3:32])[C:23]=3[CH:33]=2)[C@@H:14]([C:34]2[CH:39]=[CH:38][C:37]([O:40][CH3:41])=[CH:36][CH:35]=2)[CH2:13][C@H:12]1[CH2:42][C:43](O)=[O:44])=[O:10])[C:2]1[CH:7]=[CH:6][CH:5]=[CH:4][CH:3]=1.[CH2:46]([NH2:53])[C:47]1[CH:52]=[CH:51][CH:50]=[CH:49][CH:48]=1. (4) The reactants are: C[O:2][C:3]1[CH:4]=[C:5]([C:9]2[C:10]([NH2:20])=[N:11][NH:12][C:13]=2[C:14]2[CH:19]=[CH:18][N:17]=[CH:16][CH:15]=2)[CH:6]=[CH:7][CH:8]=1.Cl.N1C=CC=CC=1.[OH-].[NH4+]. Given the product [NH2:20][C:10]1[C:9]([C:5]2[CH:4]=[C:3]([OH:2])[CH:8]=[CH:7][CH:6]=2)=[C:13]([C:14]2[CH:19]=[CH:18][N:17]=[CH:16][CH:15]=2)[NH:12][N:11]=1, predict the reactants needed to synthesize it. (5) Given the product [F:1][C:2]1[CH:3]=[C:4]([C:14]2[CH:15]=[CH:16][C:17]([O:20][CH2:21][C:22]3[CH:23]=[C:24]([CH:39]=[CH:40][CH:41]=3)[C:25]([N:27]3[CH2:38][CH2:37][CH2:36][C@H:28]3[C:29]([OH:31])=[O:30])=[O:26])=[CH:18][CH:19]=2)[CH:5]=[C:6]([O:9][CH2:10][CH:11]([OH:13])[CH3:12])[C:7]=1[F:8], predict the reactants needed to synthesize it. The reactants are: [F:1][C:2]1[CH:3]=[C:4]([C:14]2[CH:19]=[CH:18][C:17]([O:20][CH2:21][C:22]3[CH:23]=[C:24]([CH:39]=[CH:40][CH:41]=3)[C:25]([N:27]3[CH2:38][CH2:37][CH2:36][C@H:28]3[C:29]([O:31]C(C)(C)C)=[O:30])=[O:26])=[CH:16][CH:15]=2)[CH:5]=[C:6]([O:9][CH2:10][C:11](=[O:13])[CH3:12])[C:7]=1[F:8].[BH4-].[Na+].[Cl-].[NH4+].